This data is from Reaction yield outcomes from USPTO patents with 853,638 reactions. The task is: Predict the reaction yield, written as a fraction of the theoretical maximum amount of product (1.0 means a 100% yield; for example, 0.34 means a 34% yield). (1) The reactants are Cl.[C:2]1([C:8]2([NH2:11])[CH2:10][CH2:9]2)[CH:7]=[CH:6][CH:5]=[CH:4][CH:3]=1.CN(C(ON1N=NC2C=CC=NC1=2)=[N+](C)C)C.F[P-](F)(F)(F)(F)F.CCN(C(C)C)C(C)C.[F:45][C:46]1[CH:51]=[CH:50][C:49]([C:52]2[O:53][C:54]3[CH:64]=[C:63]([N:65]([CH2:70][CH2:71][OH:72])[S:66]([CH3:69])(=[O:68])=[O:67])[C:62]([C:73]4[CH:74]=[C:75]([CH:79]=[CH:80][CH:81]=4)[C:76](O)=[O:77])=[CH:61][C:55]=3[C:56]=2[C:57](=[O:60])[NH:58][CH3:59])=[CH:48][CH:47]=1. The catalyst is CN(C=O)C.CCOC(C)=O. The product is [F:45][C:46]1[CH:51]=[CH:50][C:49]([C:52]2[O:53][C:54]3[CH:64]=[C:63]([N:65]([CH2:70][CH2:71][OH:72])[S:66]([CH3:69])(=[O:68])=[O:67])[C:62]([C:73]4[CH:81]=[CH:80][CH:79]=[C:75]([C:76](=[O:77])[NH:11][C:8]5([C:2]6[CH:7]=[CH:6][CH:5]=[CH:4][CH:3]=6)[CH2:10][CH2:9]5)[CH:74]=4)=[CH:61][C:55]=3[C:56]=2[C:57]([NH:58][CH3:59])=[O:60])=[CH:48][CH:47]=1. The yield is 0.440. (2) The reactants are [OH:1][C:2]1[CH:7]=[CH:6][N:5]([C:8]2[CH:9]=[C:10]3[C:14](=[CH:15][CH:16]=2)[N:13]([CH2:17][CH2:18][N:19]2[CH2:23][CH2:22][CH2:21][CH2:20]2)[N:12]=[CH:11]3)[C:4](=[O:24])[CH:3]=1.Br[CH:26]([C:28]1[CH:33]=[CH:32][CH:31]=[CH:30][CH:29]=1)[CH3:27]. The catalyst is CN(C=O)C. The product is [C:28]1([CH:26]([O:1][C:2]2[CH:7]=[CH:6][N:5]([C:8]3[CH:9]=[C:10]4[C:14](=[CH:15][CH:16]=3)[N:13]([CH2:17][CH2:18][N:19]3[CH2:23][CH2:22][CH2:21][CH2:20]3)[N:12]=[CH:11]4)[C:4](=[O:24])[CH:3]=2)[CH3:27])[CH:33]=[CH:32][CH:31]=[CH:30][CH:29]=1. The yield is 0.400. (3) The reactants are FC(F)(F)S(O[C:7]1[CH2:12][CH2:11][CH:10]([C:13]([O:15][CH2:16][CH3:17])=[O:14])[CH2:9][CH:8]=1)(=O)=O.[B:20]1([B:20]2[O:24][C:23]([CH3:26])([CH3:25])[C:22]([CH3:28])([CH3:27])[O:21]2)[O:24][C:23]([CH3:26])([CH3:25])[C:22]([CH3:28])([CH3:27])[O:21]1.C([O-])(=O)C.[K+]. The catalyst is O1CCOCC1.C1C=CC(P(C2C=CC=CC=2)[C-]2C=CC=C2)=CC=1.C1C=CC(P(C2C=CC=CC=2)[C-]2C=CC=C2)=CC=1.Cl[Pd]Cl.[Fe+2]. The product is [CH3:27][C:22]1([CH3:28])[C:23]([CH3:26])([CH3:25])[O:24][B:20]([C:7]2[CH2:12][CH2:11][CH:10]([C:13]([O:15][CH2:16][CH3:17])=[O:14])[CH2:9][CH:8]=2)[O:21]1. The yield is 0.670. (4) The reactants are [Br:1][C:2]1[CH:10]=[C:9]([Cl:11])[CH:8]=[CH:7][C:3]=1[C:4]([OH:6])=[O:5].S(Cl)(Cl)=O.[C:16]1(C)C=CC=C[CH:17]=1. No catalyst specified. The product is [Br:1][C:2]1[CH:10]=[C:9]([Cl:11])[CH:8]=[CH:7][C:3]=1[C:4]([O:6][CH2:16][CH3:17])=[O:5]. The yield is 1.00. (5) The reactants are C([O:4][CH2:5][C@@H:6]1[C@@H:11]([O:12]C(=O)C)[C@H:10]([O:16]C(=O)C)[C@@H:9]([O:20]C(=O)C)[C@H:8]([N:24]2[C:32]3[C:27](=[C:28]([CH3:33])[CH:29]=[CH:30][CH:31]=3)[C:26]([CH2:34][C:35]3[CH:40]=[CH:39][C:38]([O:41][CH2:42][CH2:43][CH2:44][N:45]4[CH2:50][C:49]5([CH2:55][CH2:54][N:53]([C:56](=[O:66])[CH2:57][NH:58][C:59](=[O:65])[NH:60][CH2:61][CH:62]([CH3:64])[CH3:63])[CH2:52][CH2:51]5)[CH2:48][CH2:47][CH2:46]4)=[CH:37][CH:36]=3)=[CH:25]2)[O:7]1)(=O)C.CO.C[O-].[Na+]. The yield is 0.890. The product is [CH2:61]([NH:60][C:59]([NH:58][CH2:57][C:56]([N:53]1[CH2:54][CH2:55][C:49]2([CH2:48][CH2:47][CH2:46][N:45]([CH2:44][CH2:43][CH2:42][O:41][C:38]3[CH:37]=[CH:36][C:35]([CH2:34][C:26]4[C:27]5[C:32](=[CH:31][CH:30]=[CH:29][C:28]=5[CH3:33])[N:24]([C@H:8]5[C@H:9]([OH:20])[C@@H:10]([OH:16])[C@H:11]([OH:12])[C@@H:6]([CH2:5][OH:4])[O:7]5)[CH:25]=4)=[CH:40][CH:39]=3)[CH2:50]2)[CH2:51][CH2:52]1)=[O:66])=[O:65])[CH:62]([CH3:64])[CH3:63]. The catalyst is O. (6) The reactants are O=[C:2]([CH2:8][C:9](=O)[C:10]1[CH:11]=[N:12][C:13]([O:16][C:17]2[CH:22]=[CH:21][CH:20]=[CH:19][CH:18]=2)=[N:14][CH:15]=1)[C:3]([O:5][CH2:6][CH3:7])=[O:4].[NH2:24][NH2:25]. The catalyst is C(O)(=O)C. The product is [O:16]([C:13]1[N:12]=[CH:11][C:10]([C:9]2[NH:25][N:24]=[C:2]([C:3]([O:5][CH2:6][CH3:7])=[O:4])[CH:8]=2)=[CH:15][N:14]=1)[C:17]1[CH:22]=[CH:21][CH:20]=[CH:19][CH:18]=1. The yield is 0.320. (7) The reactants are [Cl:1][C:2]1[CH:7]=[CH:6][C:5]([C:8]2[N:9](S(C3C=CC=CC=3)(=O)=O)[CH:10]=[C:11]([C:13]([C:15]3[CH:20]=[CH:19][C:18]([F:21])=[CH:17][CH:16]=3)=[O:14])[N:12]=2)=[CH:4][CH:3]=1.[F-].C([N+](CCCC)(CCCC)CCCC)CCC.C([O-])(O)=O.[Na+]. The catalyst is C1COCC1. The product is [Cl:1][C:2]1[CH:3]=[CH:4][C:5]([C:8]2[NH:9][CH:10]=[C:11]([C:13]([C:15]3[CH:20]=[CH:19][C:18]([F:21])=[CH:17][CH:16]=3)=[O:14])[N:12]=2)=[CH:6][CH:7]=1. The yield is 0.837. (8) The reactants are O[C:2]1[CH:3]=[C:4]([CH:9]=[CH:10][C:11]=1[C:12](=[N:14][OH:15])[CH3:13])[C:5]([O:7][CH3:8])=[O:6].C1(P(C2C=CC=CC=2)C2C=CC=CC=2)C=CC=CC=1. The catalyst is C1COCC1. The product is [CH3:13][C:12]1[C:11]2[CH:10]=[CH:9][C:4]([C:5]([O:7][CH3:8])=[O:6])=[CH:3][C:2]=2[O:15][N:14]=1. The yield is 0.550.